This data is from NCI-60 drug combinations with 297,098 pairs across 59 cell lines. The task is: Regression. Given two drug SMILES strings and cell line genomic features, predict the synergy score measuring deviation from expected non-interaction effect. (1) Drug 1: C1=CN(C=N1)CC(O)(P(=O)(O)O)P(=O)(O)O. Drug 2: C1CNP(=O)(OC1)N(CCCl)CCCl. Cell line: UO-31. Synergy scores: CSS=-1.75, Synergy_ZIP=1.28, Synergy_Bliss=0.415, Synergy_Loewe=0.733, Synergy_HSA=-1.84. (2) Drug 1: CC1=C2C(C(=O)C3(C(CC4C(C3C(C(C2(C)C)(CC1OC(=O)C(C(C5=CC=CC=C5)NC(=O)OC(C)(C)C)O)O)OC(=O)C6=CC=CC=C6)(CO4)OC(=O)C)OC)C)OC. Drug 2: CN(C)C1=NC(=NC(=N1)N(C)C)N(C)C. Cell line: 786-0. Synergy scores: CSS=49.4, Synergy_ZIP=4.60, Synergy_Bliss=4.60, Synergy_Loewe=-22.5, Synergy_HSA=3.22. (3) Drug 1: C1=CC=C(C(=C1)C(C2=CC=C(C=C2)Cl)C(Cl)Cl)Cl. Drug 2: CC12CCC3C(C1CCC2O)C(CC4=C3C=CC(=C4)O)CCCCCCCCCS(=O)CCCC(C(F)(F)F)(F)F. Cell line: NCI-H460. Synergy scores: CSS=-3.28, Synergy_ZIP=1.05, Synergy_Bliss=0.500, Synergy_Loewe=-4.94, Synergy_HSA=-3.68.